Dataset: Full USPTO retrosynthesis dataset with 1.9M reactions from patents (1976-2016). Task: Predict the reactants needed to synthesize the given product. (1) Given the product [CH3:18][O:17][C:15]([CH2:14][C:12]([NH:1][C:2]1[CH:3]=[N:4][CH:5]=[CH:6][C:7]=1[C:8]([OH:10])=[O:9])=[O:13])=[O:16], predict the reactants needed to synthesize it. The reactants are: [NH2:1][C:2]1[CH:3]=[N:4][CH:5]=[CH:6][C:7]=1[C:8]([OH:10])=[O:9].Cl[C:12]([CH2:14][C:15]([O:17][CH3:18])=[O:16])=[O:13].C(N(CC)CC)C. (2) Given the product [Cl:9][C:6]1[CH:5]=[C:4]([CH:10]([C:29]([F:30])([F:32])[F:31])/[CH:11]=[CH:12]/[C:13]2[CH:14]=[C:15]3[C:19](=[CH:20][CH:21]=2)[NH:18][CH:17]=[CH:16]3)[CH:3]=[C:2]([Cl:1])[C:7]=1[F:8], predict the reactants needed to synthesize it. The reactants are: [Cl:1][C:2]1[CH:3]=[C:4]([CH:10]([C:29]([F:32])([F:31])[F:30])/[CH:11]=[CH:12]/[C:13]2[CH:14]=[C:15]3[C:19](=[CH:20][CH:21]=2)[N:18](C(OC(C)(C)C)=O)[CH:17]=[CH:16]3)[CH:5]=[C:6]([Cl:9])[C:7]=1[F:8].C(O)(C(F)(F)F)=O. (3) The reactants are: [CH3:1][N:2]1[C:22](=[O:23])[CH2:21][NH:20][C:18](=[O:19])[CH:17]([NH:24][C:25]([C:27]2[C:36]([OH:37])=[CH:35][C:34]3[C:29](=[CH:30][CH:31]=[CH:32][CH:33]=3)[N:28]=2)=[O:26])[CH2:16][S:15][C:13](=[O:14])[CH:12]([CH2:38]SC)[N:11]([CH3:41])[C:9](=[O:10])[CH:8]2[N:42]([CH3:76])[C:43]([CH2:45][NH:46][C:47]([CH:49]([NH:62][C:63]([C:65]3[C:74]([OH:75])=[CH:73][C:72]4[C:67](=[CH:68][CH:69]=[CH:70][CH:71]=4)[N:66]=3)=[O:64])[CH2:50][S:51][C:52]([CH:54]([CH2:59]SC)[N:55]([CH3:58])[C:56](=[O:57])[CH:3]1[CH2:4][S:5][S:6][CH2:7]2)=[O:53])=[O:48])=[O:44].C(Cl)(Cl)Cl.CCOC(C)=O.CC(O)=O. Given the product [CH3:1][N:2]1[C:22](=[O:23])[CH2:21][NH:20][C:18](=[O:19])[CH:17]([NH:24][C:25]([C:27]2[C:36]([OH:37])=[CH:35][C:34]3[C:29](=[CH:30][CH:31]=[CH:32][CH:33]=3)[N:28]=2)=[O:26])[CH2:16][S:15][C:13](=[O:14])[C:12](=[CH2:38])[N:11]([CH3:41])[C:9](=[O:10])[CH:8]2[N:42]([CH3:76])[C:43]([CH2:45][NH:46][C:47]([CH:49]([NH:62][C:63]([C:65]3[C:74]([OH:75])=[CH:73][C:72]4[C:67](=[CH:68][CH:69]=[CH:70][CH:71]=4)[N:66]=3)=[O:64])[CH2:50][S:51][C:52]([C:54]([N:55]([CH3:58])[C:56](=[O:57])[CH:3]1[CH2:4][S:5][S:6][CH2:7]2)=[CH2:59])=[O:53])=[O:48])=[O:44], predict the reactants needed to synthesize it. (4) Given the product [Br:7][C:8]1[CH:25]=[C:24]([N+:26]([O-:28])=[O:27])[CH:23]=[C:22]([Br:29])[C:9]=1[O:10][C:11]1[CH:16]=[CH:15][C:14]([OH:17])=[C:13]([CH:19]([CH3:21])[CH3:20])[CH:12]=1, predict the reactants needed to synthesize it. The reactants are: C(OCC)(=O)C.[Br:7][C:8]1[CH:25]=[C:24]([N+:26]([O-:28])=[O:27])[CH:23]=[C:22]([Br:29])[C:9]=1[O:10][C:11]1[CH:16]=[CH:15][C:14]([O:17]C)=[C:13]([CH:19]([CH3:21])[CH3:20])[CH:12]=1.B(Br)(Br)Br.